Dataset: Reaction yield outcomes from USPTO patents with 853,638 reactions. Task: Predict the reaction yield, written as a fraction of the theoretical maximum amount of product (1.0 means a 100% yield; for example, 0.34 means a 34% yield). (1) The reactants are [CH2:1]([O:4][C:5]1[CH:20]=[CH:19][C:8]([CH2:9][S:10][CH2:11][CH2:12][C:13]2[N:17]([CH3:18])[N:16]=[CH:15][CH:14]=2)=[CH:7][CH:6]=1)[CH:2]=[CH2:3].ClC1C=C(C(OO)=[O:29])C=CC=1. The catalyst is ClCCl. The product is [CH2:1]([O:4][C:5]1[CH:20]=[CH:19][C:8]([CH2:9][S:10]([CH2:11][CH2:12][C:13]2[N:17]([CH3:18])[N:16]=[CH:15][CH:14]=2)=[O:29])=[CH:7][CH:6]=1)[CH:2]=[CH2:3]. The yield is 1.00. (2) The reactants are [H-].[Na+].[Cl:3][C:4]1[CH:5]=[C:6]([C@H:10]([OH:24])[C@@H:11]2[CH2:16][CH2:15][CH2:14][N:13]([C:17]([O:19][C:20]([CH3:23])([CH3:22])[CH3:21])=[O:18])[CH2:12]2)[CH:7]=[CH:8][CH:9]=1.Br[CH2:26][C:27]([O:29][CH2:30][CH3:31])=[O:28].[NH4+].[Cl-]. The catalyst is CN(C=O)C.CCOC(C)=O. The product is [Cl:3][C:4]1[CH:5]=[C:6]([C@H:10]([O:24][CH2:26][C:27]([O:29][CH2:30][CH3:31])=[O:28])[C@@H:11]2[CH2:16][CH2:15][CH2:14][N:13]([C:17]([O:19][C:20]([CH3:21])([CH3:23])[CH3:22])=[O:18])[CH2:12]2)[CH:7]=[CH:8][CH:9]=1. The yield is 0.640. (3) The reactants are Cl.[CH2:2]([NH:4][C:5]([NH:7][C:8]1[CH:13]=[CH:12][C:11]([C:14]2[N:15]=[C:16]([N:23]3[CH2:28][CH2:27][O:26][CH2:25][C@@H:24]3[CH3:29])[C:17]3[CH2:22][NH:21][CH2:20][C:18]=3[N:19]=2)=[CH:10][C:9]=1[F:30])=[O:6])[CH3:3].CN1CCOCC1.C(Cl)CCl.C1C=CC2N(O)N=NC=2C=1.[C:52]([N:55]1[CH2:60][CH2:59][CH:58]([C:61](O)=[O:62])[CH2:57][CH2:56]1)(=[O:54])[CH3:53]. The catalyst is CN(C=O)C. The product is [C:52]([N:55]1[CH2:56][CH2:57][CH:58]([C:61]([N:21]2[CH2:22][C:17]3[C:16]([N:23]4[CH2:28][CH2:27][O:26][CH2:25][C@@H:24]4[CH3:29])=[N:15][C:14]([C:11]4[CH:12]=[CH:13][C:8]([NH:7][C:5]([NH:4][CH2:2][CH3:3])=[O:6])=[C:9]([F:30])[CH:10]=4)=[N:19][C:18]=3[CH2:20]2)=[O:62])[CH2:59][CH2:60]1)(=[O:54])[CH3:53]. The yield is 0.0700. (4) The catalyst is CC#N.CN(C=O)C. The product is [CH3:1][CH:2]([CH2:7][N:8]1[CH2:12][CH2:11][CH2:10][CH2:9]1)[CH2:3][C:4]([NH:31][C:30]1[NH:26][N:27]=[C:28]([C:32]2[CH:33]=[N:34][C:35]3[C:40]([CH:41]=2)=[CH:39][CH:38]=[CH:37][CH:36]=3)[CH:29]=1)=[O:6]. The reactants are [CH3:1][CH:2]([CH2:7][N:8]1[CH2:12][CH2:11][CH2:10][CH2:9]1)[CH2:3][C:4]([OH:6])=O.C(Cl)(=O)C(Cl)=O.C(OC([N:26]1[C:30]([NH2:31])=[CH:29][C:28]([C:32]2[CH:33]=[N:34][C:35]3[C:40]([CH:41]=2)=[CH:39][CH:38]=[CH:37][CH:36]=3)=[N:27]1)=O)(C)(C)C.Cl. The yield is 0.330. (5) The reactants are [F:1][C:2]1[CH:3]=[C:4]2[C:8](=[CH:9][CH:10]=1)[NH:7][C:6](=[O:11])/[C:5]/2=[CH:12]\[C:13]1[NH:17][C:16]([CH3:18])=[C:15]([NH:19][C:20](=[O:24])[CH2:21][CH2:22]Br)[C:14]=1[CH3:25].[CH2:26]([N:28]1[CH2:33][CH2:32][NH:31][CH2:30][CH2:29]1)[CH3:27].C(OCC)(=O)C. The catalyst is CN(C=O)C. The product is [F:1][C:2]1[CH:3]=[C:4]2[C:8](=[CH:9][CH:10]=1)[NH:7][C:6](=[O:11])/[C:5]/2=[CH:12]\[C:13]1[NH:17][C:16]([CH3:18])=[C:15]([NH:19][C:20](=[O:24])[CH2:21][CH2:22][N:31]2[CH2:32][CH2:33][N:28]([CH2:26][CH3:27])[CH2:29][CH2:30]2)[C:14]=1[CH3:25]. The yield is 0.320. (6) The reactants are [N+:1]([C:4]1[CH:9]=[CH:8][C:7]([CH2:10][C:11]([OH:13])=[O:12])=[CH:6][CH:5]=1)([O-:3])=[O:2].S(=O)(=O)(O)O.[CH3:19]O. No catalyst specified. The product is [N+:1]([C:4]1[CH:5]=[CH:6][C:7]([CH2:10][C:11]([O:13][CH3:19])=[O:12])=[CH:8][CH:9]=1)([O-:3])=[O:2]. The yield is 0.960. (7) The catalyst is C1(C)C=CC=CC=1.C([O-])(=O)C.[Pd+2].C([O-])(=O)C.O. The yield is 0.550. The reactants are C1(P(C2C=CC=CC=2)C2C=CC3C(=CC=CC=3)C=2C2C3C(=CC=CC=3)C=CC=2P(C2C=CC=CC=2)C2C=CC=CC=2)C=CC=CC=1.[NH2:47][C:48]1[CH:53]=[C:52]([CH3:54])[CH:51]=[CH:50][N:49]=1.[CH2:55]([O:57][C:58]([CH:60]1[CH2:65][CH2:64][N:63]([C:66]2[S:67][C:68]([C:71]3[CH:76]=[CH:75][CH:74]=[C:73](Br)[N:72]=3)=[CH:69][N:70]=2)[CH2:62][CH2:61]1)=[O:59])[CH3:56].C(=O)([O-])[O-].[Cs+].[Cs+]. The product is [CH3:54][C:52]1[CH:51]=[CH:50][N:49]=[C:48]([NH:47][C:73]2[N:72]=[C:71]([C:68]3[S:67][C:66]([N:63]4[CH2:62][CH2:61][CH:60]([C:58]([O:57][CH2:55][CH3:56])=[O:59])[CH2:65][CH2:64]4)=[N:70][CH:69]=3)[CH:76]=[CH:75][CH:74]=2)[CH:53]=1.